Dataset: Full USPTO retrosynthesis dataset with 1.9M reactions from patents (1976-2016). Task: Predict the reactants needed to synthesize the given product. (1) Given the product [Br:36][CH2:1][CH2:2]/[CH:3]=[CH:4]\[CH2:5][CH2:6][CH2:7][CH3:8], predict the reactants needed to synthesize it. The reactants are: [CH2:1](O)[CH2:2]/[CH:3]=[CH:4]\[CH2:5][CH2:6][CH2:7][CH3:8].C1(P(C2C=CC=CC=2)C2C=CC=CC=2)C=CC=CC=1.C1C(=O)N([Br:36])C(=O)C1. (2) Given the product [Br:1][C:11]1[C:7]2[CH:6]=[N:5][CH:4]=[N:3][C:8]=2[NH:9][CH:10]=1, predict the reactants needed to synthesize it. The reactants are: [Br:1]Br.[N:3]1[C:8]2[NH:9][CH:10]=[CH:11][C:7]=2[CH:6]=[N:5][CH:4]=1.[O-]S([O-])(=S)=O.[Na+].[Na+].C([O-])(O)=O.[Na+]. (3) Given the product [NH2:12][C:11]1[C:2]([Cl:1])=[C:3]([C:8]([F:19])=[CH:9][CH:10]=1)[C:4]([O:6][CH3:7])=[O:5], predict the reactants needed to synthesize it. The reactants are: [Cl:1][C:2]1[C:11]([N:12]2C(C)=CC=C2C)=[CH:10][CH:9]=[C:8]([F:19])[C:3]=1[C:4]([O:6][CH3:7])=[O:5].NO.Cl.C(N(CC)CC)C.CC(=O)OCC. (4) The reactants are: [Li].[Cl:2][C:3]1[CH:8]=[C:7]([F:9])[CH:6]=[CH:5][C:4]=1[C@H:10]1[C:15]([C:16]([O:18][C@H:19](C)[C:20](OCC)=O)=[O:17])=[C:14]([CH2:26][N:27]2[CH2:32][CH2:31][O:30][CH2:29][CH2:28]2)[NH:13][C:12]([C:33]2[S:34][CH:35]=[CH:36][N:37]=2)=[N:11]1. Given the product [Cl:2][C:3]1[CH:8]=[C:7]([F:9])[CH:6]=[CH:5][C:4]=1[C@H:10]1[C:15]([C:16]([O:18][CH2:19][CH3:20])=[O:17])=[C:14]([CH2:26][N:27]2[CH2:28][CH2:29][O:30][CH2:31][CH2:32]2)[NH:13][C:12]([C:33]2[S:34][CH:35]=[CH:36][N:37]=2)=[N:11]1, predict the reactants needed to synthesize it. (5) Given the product [Br:1][C:2]1[CH:3]=[CH:4][C:5]2[O:18][C:10]3([CH2:15][CH2:14][CH:13]([O:16][CH3:17])[CH2:12][CH2:11]3)[C:8](=[O:9])[C:6]=2[CH:7]=1, predict the reactants needed to synthesize it. The reactants are: [Br:1][C:2]1[CH:3]=[CH:4][C:5](F)=[C:6]([C:8]([C:10]2([OH:18])[CH2:15][CH2:14][CH:13]([O:16][CH3:17])[CH2:12][CH2:11]2)=[O:9])[CH:7]=1.CC(C)([O-])C.[K+]. (6) Given the product [Cl:1][C:2]1[CH:9]=[CH:8][C:5]([CH2:6][NH:7][CH2:17][C:16]2[CH:19]=[CH:20][C:13]([CH:10]([CH3:12])[CH3:11])=[CH:14][CH:15]=2)=[CH:4][CH:3]=1, predict the reactants needed to synthesize it. The reactants are: [Cl:1][C:2]1[CH:9]=[CH:8][C:5]([CH2:6][NH2:7])=[CH:4][CH:3]=1.[CH:10]([C:13]1[CH:20]=[CH:19][C:16]([CH:17]=O)=[CH:15][CH:14]=1)([CH3:12])[CH3:11].C(O)(=O)C.C([BH3-])#N.[Na+]. (7) Given the product [ClH:28].[NH2:24][CH2:23][CH:10]1[C:11]2[C:16](=[C:15]([C:19]([F:21])([F:20])[F:22])[CH:14]=[CH:13][CH:12]=2)[C:17](=[O:18])[N:9]1[CH:7]([CH3:8])[C:6]([OH:25])=[O:5], predict the reactants needed to synthesize it. The reactants are: C([O:5][C:6](=[O:25])[CH:7]([N:9]1[C:17](=[O:18])[C:16]2[C:11](=[CH:12][CH:13]=[CH:14][C:15]=2[C:19]([F:22])([F:21])[F:20])[CH:10]1[C:23]#[N:24])[CH3:8])(C)(C)C.[H][H].[ClH:28].